From a dataset of Full USPTO retrosynthesis dataset with 1.9M reactions from patents (1976-2016). Predict the reactants needed to synthesize the given product. (1) Given the product [N:1]1[N:5]2[CH:6]=[CH:7][CH:8]=[N:9][C:4]2=[C:3]([C:10]([NH:57][C@H:51]2[C:50]3[C:54](=[CH:55][CH:56]=[C:48]([C:46]([O:45][CH3:44])=[O:47])[CH:49]=3)[CH2:53][CH2:52]2)=[O:12])[CH:2]=1, predict the reactants needed to synthesize it. The reactants are: [N:1]1[N:5]2[CH:6]=[CH:7][CH:8]=[N:9][C:4]2=[C:3]([C:10]([OH:12])=O)[CH:2]=1.CCN(C(C)C)C(C)C.CCN=C=NCCCN(C)C.C1C=CC2N(O)N=NC=2C=1.Cl.[CH3:44][O:45][C:46]([C:48]1[CH:49]=[C:50]2[C:54](=[CH:55][CH:56]=1)[CH2:53][CH2:52][C@H:51]2[NH2:57])=[O:47]. (2) Given the product [O:14]1[C:18]2[CH:19]=[CH:20][CH:21]=[CH:22][C:17]=2[N:16]=[C:15]1[C:23]1[CH:24]=[CH:25][C:26]([CH2:29][C:30]#[N:31])=[C:27]([C:4]2[CH:5]=[CH:6][C:7]([O:9][CH3:10])=[CH:8][C:3]=2[O:2][CH3:1])[CH:28]=1, predict the reactants needed to synthesize it. The reactants are: [CH3:1][O:2][C:3]1[CH:8]=[C:7]([O:9][CH3:10])[CH:6]=[CH:5][C:4]=1B(O)O.[O:14]1[C:18]2[CH:19]=[CH:20][CH:21]=[CH:22][C:17]=2[N:16]=[C:15]1[C:23]1[CH:28]=[CH:27][C:26]([CH2:29][C:30]#[N:31])=[C:25](Br)[CH:24]=1.C1(P(C2C=CC=CC=2)C2C=CC=CC=2)C=CC=CC=1.C(=O)([O-])[O-].[K+].[K+]. (3) Given the product [Br:2][C:3]1[CH:15]=[CH:14][C:13]([OH:16])=[CH:12][C:4]=1[CH2:5][CH:6]1[CH2:7][CH2:8][NH:9][CH2:10][CH2:11]1, predict the reactants needed to synthesize it. The reactants are: Cl.[Br:2][C:3]1[CH:15]=[CH:14][C:13]([O:16]C)=[CH:12][C:4]=1[CH2:5][CH:6]1[CH2:11][CH2:10][NH:9][CH2:8][CH2:7]1. (4) Given the product [CH3:1][O:2][C:3](=[O:22])[C:4]1[CH:9]=[CH:8][CH:7]=[C:6]([S:10][C:11]2[C:19]3[C:14](=[CH:15][C:16]([Cl:20])=[CH:17][CH:18]=3)[N:13]([C:24]3[CH:25]=[N:26][CH:27]=[N:28][CH:29]=3)[C:12]=2[CH3:21])[CH:5]=1, predict the reactants needed to synthesize it. The reactants are: [CH3:1][O:2][C:3](=[O:22])[C:4]1[CH:9]=[CH:8][CH:7]=[C:6]([S:10][C:11]2[C:19]3[C:14](=[CH:15][C:16]([Cl:20])=[CH:17][CH:18]=3)[NH:13][C:12]=2[CH3:21])[CH:5]=1.Br[C:24]1[CH:25]=[N:26][CH:27]=[N:28][CH:29]=1. (5) Given the product [NH2:6][C:7]1[CH:8]=[C:9]([C:20]([CH:19]2[CH2:22][CH2:18]2)=[O:21])[CH:12]=[C:13]([O:15][CH3:16])[CH:14]=1, predict the reactants needed to synthesize it. The reactants are: C1([Mg]Br)CC1.[NH2:6][C:7]1[CH:8]=[C:9]([CH:12]=[C:13]([O:15][CH3:16])[CH:14]=1)C#N.Cl.[CH2:18]1[CH2:22][O:21][CH2:20][CH2:19]1.